From a dataset of Forward reaction prediction with 1.9M reactions from USPTO patents (1976-2016). Predict the product of the given reaction. Given the reactants [CH2:1]([C:3]1[C:7]([O:8][C:9]2[CH:10]=[C:11]([CH:14]=[CH:15][CH:16]=2)[C:12]#[N:13])=[C:6]([CH2:17][CH3:18])[NH:5][N:4]=1)[CH3:2].[ClH:19].[Cl:20][CH2:21][CH2:22][NH2:23], predict the reaction product. The product is: [Cl:19][CH2:21][Cl:20].[CH3:7][OH:8].[NH3:4].[NH2:23][CH2:22][CH2:21][N:4]1[C:3]([CH2:1][CH3:2])=[C:7]([O:8][C:9]2[CH:10]=[C:11]([CH:14]=[CH:15][CH:16]=2)[C:12]#[N:13])[C:6]([CH2:17][CH3:18])=[N:5]1.